Task: Predict the reactants needed to synthesize the given product.. Dataset: Full USPTO retrosynthesis dataset with 1.9M reactions from patents (1976-2016) (1) Given the product [C:11]([O:15][C:16]([C:18]1[CH:23]=[CH:22][C:21]([O:8][C:5]2[CH:6]=[CH:7][C:2]([NH2:1])=[CH:3][CH:4]=2)=[CH:20][N:19]=1)=[O:17])([CH3:14])([CH3:12])[CH3:13], predict the reactants needed to synthesize it. The reactants are: [NH2:1][C:2]1[CH:7]=[CH:6][C:5]([OH:8])=[CH:4][CH:3]=1.[H-].[Na+].[C:11]([O:15][C:16]([C:18]1[CH:23]=[C:22](Cl)[CH:21]=[CH:20][N:19]=1)=[O:17])([CH3:14])([CH3:13])[CH3:12]. (2) Given the product [CH3:25][C:2]1([CH3:1])[S:6][C@@H:5]2[C@H:7]([NH:10][C:11]([CH2:13][O:54][C:39]3[CH:40]=[CH:41][CH:42]=[CH:43][CH:44]=3)=[O:12])[C:8](=[O:9])[N:4]2[C@H:3]1[C:22]([OH:24])=[O:23], predict the reactants needed to synthesize it. The reactants are: [CH3:1][C:2]1([CH3:25])[S:6][C@@H:5]2[C@H:7]([NH:10][C:11]([C@H:13](N=C)C3C=CC=CC=3)=[O:12])[C:8](=[O:9])[N:4]2[C@H:3]1[C:22]([OH:24])=[O:23].CC1(C)S[C@@H]2[C@H](NC(C[C:39]3[CH:40]=[CH:41][CH:42]=[CH:43][CH:44]=3)=O)C(=O)N2[C@H]1C(O)=O.CC1[O:54]N=C(C2C(F)=CC=CC=2Cl)C=1C(N[C@@H]1C(=O)N2[C@@H](C(O)=O)C(C)(C)S[C@H]12)=O.CC1ON=C(C2C(Cl)=CC=CC=2Cl)C=1C(N[C@@H]1C(=O)N2[C@@H](C(O)=O)C(C)(C)S[C@H]12)=O.CC1(C)S[C@@H]2[C@H](NC(C3C(OC)=CC=CC=3OC)=O)C(=O)N2[C@H]1C(O)=O.CC1(C)S[C@@H]2[C@H](NC([C@H](NC(N3C(=O)NCC3)=O)C3C=CC=CC=3)=O)C(=O)N2[C@H]1C(O)=O.CC1(C)S[C@@H]2[C@H](NC(C(C(O)=O)C3C=CC=CC=3)=O)C(=O)N2[C@H]1C(O)=O.CC1ON=C(C2C=CC=CC=2Cl)C=1C(N[C@@H]1C(=O)N2[C@@H](C(O)=O)C(C)(C)S[C@H]12)=O.CC1(C)S[C@@H]2[C@H](NC([C@H](C(O)=O)C3C=CSC=3)=O)C(=O)N2[C@H]1C(O)=O.CC1(C)S[C@@H]2[C@H](NC([C@H](NC(N3C(=O)N(S(C)(=O)=O)CC3)=O)C3C=CC=CC=3)=O)C(=O)N2[C@H]1C(O)=O.CCOC1C=CC2C=CC=CC=2C=1C(N[C@@H]1C(=O)N2[C@@H](C(O)=O)C(C)(C)S[C@H]12)=O.CC1ON=C(C2C=CC=CC=2)C=1C(N[C@@H]1C(=O)N2[C@@H](C(O)=O)C(C)(C)S[C@H]12)=O.CCN1C(=O)C(=O)N(C(N[C@@H](C(N[C@@H]2C(=O)N3[C@@H](C(O)=O)C(C)(C)S[C@H]23)=O)C2C=CC=CC=2)=O)CC1.CC1(C)S[C@@H]2[C@](OC)(NC(C(C(O)=O)C3C=CSC=3)=O)C(=O)N2[C@H]1C(O)=O. (3) Given the product [NH2:20][C:4]1[N:3]=[C:2]([NH:25][CH2:24][CH2:23][CH:22]([CH3:26])[CH3:21])[N:10]=[C:9]2[C:5]=1[NH:6][C:7](=[O:18])[N:8]2[CH2:11][CH:12]1[CH2:17][CH2:16][O:15][CH2:14][CH2:13]1, predict the reactants needed to synthesize it. The reactants are: Cl[C:2]1[N:10]=[C:9]2[C:5]([N:6]=[C:7]([O:18]C)[N:8]2[CH2:11][CH:12]2[CH2:17][CH2:16][O:15][CH2:14][CH2:13]2)=[C:4]([NH2:20])[N:3]=1.[CH3:21][CH:22]([CH3:26])[CH2:23][CH2:24][NH2:25]. (4) The reactants are: [CH3:1][C:2]12[CH2:12][C:6]3([C:13]4[CH:18]=[C:17](Br)[CH:16]=[C:15](Br)[CH:14]=4)[CH2:7][C:8]([CH3:11])([CH2:10][C:4]([C:21]45[CH2:38][C:25]6([CH3:39])[CH2:26][C:27]([C:30]7[CH:35]=[C:34](Br)[CH:33]=[C:32](Br)[CH:31]=7)([CH2:29][C:23]([CH3:40])([CH2:24]6)[CH2:22]4)[CH2:28]5)([CH2:5]3)[CH2:3]1)[CH2:9]2.C1(P([C:54]2[CH:59]=CC=CC=2)C2C=CC=CC=2)C=CC=CC=1.[CH3:60][Si:61]([C:64]#[CH:65])([CH3:63])[CH3:62]. Given the product [CH3:1][C:2]12[CH2:12][C:6]3([C:13]4[CH:18]=[C:17]([C:65]#[C:64][Si:61]([CH3:63])([CH3:62])[CH3:60])[CH:16]=[C:15]([C:65]#[C:64][Si:61]([CH3:63])([CH3:62])[CH3:60])[CH:14]=4)[CH2:7][C:8]([CH3:11])([CH2:10][C:4]([C:21]45[CH2:38][C:25]6([CH3:39])[CH2:26][C:27]([C:30]7[CH:35]=[C:34]([C:65]#[C:64][Si:61]([CH3:63])([CH3:62])[CH3:60])[CH:33]=[C:32]([C:54]#[C:59][Si:61]([CH3:63])([CH3:62])[CH3:60])[CH:31]=7)([CH2:29][C:23]([CH3:40])([CH2:24]6)[CH2:22]4)[CH2:28]5)([CH2:5]3)[CH2:3]1)[CH2:9]2, predict the reactants needed to synthesize it. (5) Given the product [CH:14]([C:15]1([C:17]2[CH:22]=[N:21][CH:20]=[N:19][CH:18]=2)[CH2:6][O:16]1)([CH3:23])[CH3:13], predict the reactants needed to synthesize it. The reactants are: CS(C)=O.[I-].[CH3:6][S+](C)(C)=O.[H-].[Na+].[CH3:13][CH:14]([CH3:23])[C:15]([C:17]1[CH:18]=[N:19][CH:20]=[N:21][CH:22]=1)=[O:16]. (6) Given the product [CH2:29]([O:28][CH:26]([C:11]1[C:12]2[C:17](=[CH:16][CH:15]=[C:14]([C:18]3[CH:23]=[CH:22][CH:21]=[CH:20][C:19]=3[O:24][CH3:25])[CH:13]=2)[NH:8][C:9]([CH3:34])([CH3:33])[CH:10]=1)[CH3:27])/[CH:30]=[CH:31]/[CH3:32], predict the reactants needed to synthesize it. The reactants are: C(OC([N:8]1[C:17]2[C:12](=[CH:13][C:14]([C:18]3[CH:23]=[CH:22][CH:21]=[CH:20][C:19]=3[O:24][CH3:25])=[CH:15][CH:16]=2)[C:11]([CH:26]([O:28][CH2:29]/[CH:30]=[CH:31]/[CH3:32])[CH3:27])=[CH:10][C:9]1([CH3:34])[CH3:33])=O)(C)(C)C.FC(F)(F)C(O)=O.